Task: Predict the reaction yield, written as a fraction of the theoretical maximum amount of product (1.0 means a 100% yield; for example, 0.34 means a 34% yield).. Dataset: Reaction yield outcomes from USPTO patents with 853,638 reactions (1) The reactants are Cl.[Cl:2][C:3]1[N:8]=[C:7]([CH:9]([CH3:13])[C:10]([OH:12])=O)[CH:6]=[CH:5][CH:4]=1.C(Cl)(=O)C(Cl)=O.[CH3:20][C:21]1[CH:26]=[C:25]([C:27]2[CH:32]=[CH:31][C:30]([NH2:33])=[CH:29][CH:28]=2)[CH:24]=[CH:23][N:22]=1.C(N(CC)CC)C. The catalyst is C(Cl)Cl.CN(C=O)C. The product is [Cl:2][C:3]1[N:8]=[C:7]([CH:9]([CH3:13])[C:10]([NH:33][C:30]2[CH:29]=[CH:28][C:27]([C:25]3[CH:24]=[CH:23][N:22]=[C:21]([CH3:20])[CH:26]=3)=[CH:32][CH:31]=2)=[O:12])[CH:6]=[CH:5][CH:4]=1. The yield is 0.698. (2) The reactants are [C:1]([C:5]1[CH:9]=[C:8]([NH:10][C:11](=[O:19])OC2C=CC=CC=2)[N:7]([C:20]2[CH:25]=[CH:24][C:23](=[O:26])[NH:22][CH:21]=2)[N:6]=1)([CH3:4])([CH3:3])[CH3:2].[CH3:27][O:28][C:29]1[CH:30]=[C:31]2[C:36](=[CH:37][C:38]=1[O:39][CH3:40])[N:35]=[CH:34][N:33]=[C:32]2[O:41][C:42]1[CH:43]=[C:44]([CH:46]=[CH:47][CH:48]=1)[NH2:45]. No catalyst specified. The product is [C:1]([C:5]1[CH:9]=[C:8]([NH:10][C:11]([NH:45][C:44]2[CH:46]=[CH:47][CH:48]=[C:42]([O:41][C:32]3[C:31]4[C:36](=[CH:37][C:38]([O:39][CH3:40])=[C:29]([O:28][CH3:27])[CH:30]=4)[N:35]=[CH:34][N:33]=3)[CH:43]=2)=[O:19])[N:7]([C:20]2[CH:25]=[CH:24][C:23](=[O:26])[NH:22][CH:21]=2)[N:6]=1)([CH3:2])([CH3:3])[CH3:4]. The yield is 0.620. (3) The reactants are [NH2:1][C:2]1[CH:3]=[C:4]([C:8]2[CH:16]=[CH:15][C:14]([C:17]([NH2:19])=[O:18])=[C:13]3[C:9]=2[CH:10]=[CH:11][NH:12]3)[CH:5]=[CH:6][CH:7]=1.CCN(C(C)C)C(C)C.[CH:29]([S:31](Cl)(=[O:33])=[O:32])=[CH2:30]. The catalyst is C1COCC1. The product is [CH:29]([S:31]([NH:1][C:2]1[CH:3]=[C:4]([C:8]2[CH:16]=[CH:15][C:14]([C:17]([NH2:19])=[O:18])=[C:13]3[C:9]=2[CH:10]=[CH:11][NH:12]3)[CH:5]=[CH:6][CH:7]=1)(=[O:33])=[O:32])=[CH2:30]. The yield is 0.190. (4) The reactants are [NH:1]([C:3]1[CH:8]=[N:7][CH:6]=[CH:5][N:4]=1)[NH2:2].[C:9]1(=O)[CH2:14][CH2:13][CH2:12][CH2:11][CH2:10]1. The catalyst is CCO. The product is [C:9]1(=[N:2][NH:1][C:3]2[CH:8]=[N:7][CH:6]=[CH:5][N:4]=2)[CH2:14][CH2:13][CH2:12][CH2:11][CH2:10]1. The yield is 0.690. (5) The reactants are [NH:1]1[C:9]2[C:4](=[CH:5][CH:6]=[CH:7][CH:8]=2)[CH2:3][C:2]1=[O:10].[CH3:11][C:12]1[CH:16]=[CH:15][NH:14][C:13]=1[CH:17]=O. The catalyst is N1CCCCC1.C(O)C. The product is [CH3:11][C:12]1[CH:16]=[CH:15][NH:14][C:13]=1[CH:17]=[C:3]1[C:4]2[C:9](=[CH:8][CH:7]=[CH:6][CH:5]=2)[NH:1][C:2]1=[O:10]. The yield is 0.670. (6) The reactants are [CH3:1][O:2][C:3]1[CH:8]=[C:7]([N+:9]([O-])=O)[CH:6]=[CH:5][C:4]=1[N:12]1[CH:16]=[C:15]([CH3:17])[N:14]=[CH:13]1. The product is [CH3:1][O:2][C:3]1[CH:8]=[C:7]([NH2:9])[CH:6]=[CH:5][C:4]=1[N:12]1[CH:16]=[C:15]([CH3:17])[N:14]=[CH:13]1. The catalyst is C(O)C.[Pd]. The yield is 0.780. (7) The reactants are [C:1]([O:5][CH2:6][CH3:7])(=[O:4])[CH2:2][SH:3].F[C:9]1[C:10]([N+:15]([O-:17])=[O:16])=[N:11][CH:12]=[CH:13][CH:14]=1.[H-].[Na+]. The catalyst is O1CCOCC1.O. The product is [CH2:6]([O:5][C:1](=[O:4])[CH2:2][S:3][C:9]1[C:10]([N+:15]([O-:17])=[O:16])=[N:11][CH:12]=[CH:13][CH:14]=1)[CH3:7]. The yield is 0.770.